This data is from CYP2C19 inhibition data for predicting drug metabolism from PubChem BioAssay. The task is: Regression/Classification. Given a drug SMILES string, predict its absorption, distribution, metabolism, or excretion properties. Task type varies by dataset: regression for continuous measurements (e.g., permeability, clearance, half-life) or binary classification for categorical outcomes (e.g., BBB penetration, CYP inhibition). Dataset: cyp2c19_veith. (1) The molecule is COc1cccc(Cn2c(=O)c(C)nc3cnc(N4CCOCC4)nc32)c1. The result is 1 (inhibitor). (2) The drug is Cc1nn(-c2ccc(F)cc2)c(Cl)c1/C=C(\CCC(=O)O)c1nc2ccccc2s1. The result is 1 (inhibitor). (3) The molecule is COc1ccccc1CN1C(=O)c2ccncc2C1=O. The result is 1 (inhibitor). (4) The compound is Cc1cc(C)nc(NC(=O)COc2ccc(Cl)cc2)c1. The result is 0 (non-inhibitor). (5) The compound is CCc1ccccc1NC(=O)c1nnn(CC(=O)Nc2ccccc2C)c1N. The result is 0 (non-inhibitor). (6) The molecule is COc1cccc(Nc2ncc3ncc(=O)n(Cc4ccc(F)cc4)c3n2)c1. The result is 0 (non-inhibitor).